Dataset: Reaction yield outcomes from USPTO patents with 853,638 reactions. Task: Predict the reaction yield, written as a fraction of the theoretical maximum amount of product (1.0 means a 100% yield; for example, 0.34 means a 34% yield). (1) The reactants are [Cl:1][C:2]1[CH:18]=[CH:17][C:5]2[CH2:6][CH2:7][N:8]([C:11](=[O:16])[C:12]([F:15])([F:14])[F:13])[CH2:9][CH2:10][C:4]=2[C:3]=1OS(C(F)(F)F)(=O)=O.C1C=CC(P(C2C(C3C(P(C4C=CC=CC=4)C4C=CC=CC=4)=CC=C4C=3C=CC=C4)=C3C(C=CC=C3)=CC=2)C2C=CC=CC=2)=CC=1.[F:73][C:74]([F:83])([C:77]1[CH:82]=[CH:81][CH:80]=[CH:79][CH:78]=1)[CH2:75][NH2:76].C(=O)([O-])[O-].[Cs+].[Cs+]. The catalyst is C1(C)C=CC=CC=1.C([O-])(=O)C.[Pd+2].C([O-])(=O)C.C1C=CC(/C=C/C(/C=C/C2C=CC=CC=2)=O)=CC=1.C1C=CC(/C=C/C(/C=C/C2C=CC=CC=2)=O)=CC=1.C1C=CC(/C=C/C(/C=C/C2C=CC=CC=2)=O)=CC=1.[Pd].[Pd]. The product is [Cl:1][C:2]1[CH:18]=[CH:17][C:5]2[CH2:6][CH2:7][N:8]([C:11](=[O:16])[C:12]([F:15])([F:14])[F:13])[CH2:9][CH2:10][C:4]=2[C:3]=1[NH:76][CH2:75][C:74]([F:73])([F:83])[C:77]1[CH:82]=[CH:81][CH:80]=[CH:79][CH:78]=1. The yield is 0.610. (2) The reactants are [N:1]1([C:6]([NH:8][C:9]2[NH:10][C:11]([CH3:16])=[CH:12][C:13](=[O:15])[N:14]=2)=[O:7])[CH:5]=[CH:4]N=C1.[ClH:17].Cl.[Cl-].NCC[CH2:23][N+:24]([CH2:27][CH2:28][CH2:29][NH2:30])([CH3:26])[CH3:25].C([N:34]([CH:37]([CH3:39])[CH3:38])[CH2:35]C)(C)C. The catalyst is C(O)C. The product is [Cl-:17].[CH3:26][N+:24]([CH3:23])([CH2:25][CH2:4][CH2:5][NH:1][C:6]([NH:8][C:9]1[NH:10][C:11]([CH3:16])=[CH:12][C:13](=[O:15])[N:14]=1)=[O:7])[CH2:27][CH2:28][CH2:29][NH:30][C:6]([NH:1][C:35]1[NH:34][C:37]([CH3:38])=[CH:39][C:13](=[O:15])[N:14]=1)=[O:7]. The yield is 0.530. (3) The yield is 0.190. The reactants are Br[C:2]1[C:3]2[C:4]3[CH:17]=[CH:16][S:15][C:5]=3[C:6](=[O:14])[NH:7][C:8]=2[CH:9]=[CH:10][C:11]=1[O:12][CH3:13].[CH:18]1([CH:23]([C:33]2[CH:38]=[CH:37][C:36](B3OC(C)(C)C(C)(C)O3)=[CH:35][CH:34]=2)[CH2:24][NH:25][C:26](=[O:32])[O:27][C:28]([CH3:31])([CH3:30])[CH3:29])[CH2:22][CH2:21][CH2:20][CH2:19]1. No catalyst specified. The product is [CH:18]1([CH:23]([C:33]2[CH:38]=[CH:37][C:36]([C:2]3[C:3]4[C:4]5[CH:17]=[CH:16][S:15][C:5]=5[C:6](=[O:14])[NH:7][C:8]=4[CH:9]=[CH:10][C:11]=3[O:12][CH3:13])=[CH:35][CH:34]=2)[CH2:24][NH:25][C:26](=[O:32])[O:27][C:28]([CH3:31])([CH3:30])[CH3:29])[CH2:22][CH2:21][CH2:20][CH2:19]1. (4) The reactants are O.[OH-].[Li+].[Cl:4][C:5]1[CH:27]=[C:26]([C:28]([NH:30][C@@H:31]([C:33]2[C:42]3[C:37](=[CH:38][CH:39]=[CH:40][CH:41]=3)[CH:36]=[CH:35][CH:34]=2)[CH3:32])=[O:29])[CH:25]=[C:24]([Cl:43])[C:6]=1[C:7]([NH:9][C@H:10]([C:20]([O:22]C)=[O:21])[CH2:11][NH:12][C:13]([C:15]1[S:16][CH:17]=[CH:18][CH:19]=1)=[O:14])=[O:8]. The catalyst is O.O1CCCC1.CO. The product is [Cl:4][C:5]1[CH:27]=[C:26]([C:28]([NH:30][C@@H:31]([C:33]2[C:42]3[C:37](=[CH:38][CH:39]=[CH:40][CH:41]=3)[CH:36]=[CH:35][CH:34]=2)[CH3:32])=[O:29])[CH:25]=[C:24]([Cl:43])[C:6]=1[C:7]([NH:9][C@H:10]([C:20]([OH:22])=[O:21])[CH2:11][NH:12][C:13]([C:15]1[S:16][CH:17]=[CH:18][CH:19]=1)=[O:14])=[O:8]. The yield is 0.670. (5) The reactants are [Cl:1][C:2]1[C:3]([O:12][C:13]2[CH:18]=[C:17]([O:19][CH2:20][CH2:21][O:22][CH3:23])[CH:16]=[CH:15][C:14]=2[CH2:24][CH2:25][C:26](OCC)=[O:27])=[N:4][CH:5]=[C:6]([C:8]([F:11])([F:10])[F:9])[CH:7]=1.[H-].[Al+3].[Li+].[H-].[H-].[H-].O.O.O.O.O.O.O.O.O.O.[O-]S([O-])(=O)=O.[Na+].[Na+]. The catalyst is O1CCCC1. The product is [Cl:1][C:2]1[C:3]([O:12][C:13]2[CH:18]=[C:17]([O:19][CH2:20][CH2:21][O:22][CH3:23])[CH:16]=[CH:15][C:14]=2[CH2:24][CH2:25][CH2:26][OH:27])=[N:4][CH:5]=[C:6]([C:8]([F:10])([F:9])[F:11])[CH:7]=1. The yield is 0.830.